Dataset: Full USPTO retrosynthesis dataset with 1.9M reactions from patents (1976-2016). Task: Predict the reactants needed to synthesize the given product. Given the product [C:1]([CH:3]([NH:15][C@H:16]([C:18]1[CH:19]=[CH:20][CH:21]=[CH:22][CH:23]=1)[CH3:17])[C@@H:4]([CH3:14])[C@@H:5]([O:7][CH:8]1[CH2:13][CH2:12][CH2:11][CH2:10][O:9]1)[CH3:6])#[N:2], predict the reactants needed to synthesize it. The reactants are: [C:1]([C@H:3]([NH:15][C@H:16]([C:18]1[CH:23]=[CH:22][CH:21]=[CH:20][CH:19]=1)[CH3:17])[C@@H:4]([CH3:14])[C@@H:5]([O:7][CH:8]1[CH2:13][CH2:12][CH2:11][CH2:10][O:9]1)[CH3:6])#[N:2].C([C@@H](N[C@H](C1C=CC=CC=1)C)[C@@H](C)[C@@H](OC1CCCCO1)C)#N.